Dataset: Catalyst prediction with 721,799 reactions and 888 catalyst types from USPTO. Task: Predict which catalyst facilitates the given reaction. (1) Reactant: [NH2:1][C:2]1[S:3][C:4]([C:8]([O:10]CC)=[O:9])=[C:5]([CH3:7])[N:6]=1.[OH-].[Na+].O1CCCC1. Product: [NH2:1][C:2]1[S:3][C:4]([C:8]([OH:10])=[O:9])=[C:5]([CH3:7])[N:6]=1. The catalyst class is: 6. (2) Product: [N:1]1[CH:2]=[CH:3][N:4]2[C:9]=1[CH:8]=[CH:7][C:6]([S:10][C:11]1[CH:20]=[CH:19][CH:18]=[CH:17][C:12]=1[C:13]([OH:15])=[O:14])=[N:5]2. The catalyst class is: 5. Reactant: [N:1]1[CH:2]=[CH:3][N:4]2[C:9]=1[CH:8]=[CH:7][C:6]([S:10][C:11]1[CH:20]=[CH:19][CH:18]=[CH:17][C:12]=1[C:13]([O:15]C)=[O:14])=[N:5]2.[OH-].[Na+].Cl. (3) Reactant: [CH3:1][N:2]1[CH:6]=[C:5]([S:7]([NH:10][C:11]2[C:12]([O:23][C:24]3[CH:25]=[C:26]([CH:42]=[CH:43][CH:44]=3)[O:27][CH2:28][CH:29]3[CH2:34][CH2:33][N:32](C(OC(C)(C)C)=O)[CH2:31][CH2:30]3)=[CH:13][C:14]3[N:18]([CH3:19])[C:17](=[O:20])[N:16]([CH3:21])[C:15]=3[CH:22]=2)(=[O:9])=[O:8])[N:4]=[C:3]1[CH3:45].[F:46][C:47]([F:52])([F:51])[C:48]([OH:50])=[O:49]. Product: [F:46][C:47]([F:52])([F:51])[C:48]([OH:50])=[O:49].[CH3:19][N:18]1[C:14]2[CH:13]=[C:12]([O:23][C:24]3[CH:44]=[CH:43][CH:42]=[C:26]([O:27][CH2:28][CH:29]4[CH2:34][CH2:33][NH:32][CH2:31][CH2:30]4)[CH:25]=3)[C:11]([NH:10][S:7]([C:5]3[N:4]=[C:3]([CH3:45])[N:2]([CH3:1])[CH:6]=3)(=[O:8])=[O:9])=[CH:22][C:15]=2[N:16]([CH3:21])[C:17]1=[O:20]. The catalyst class is: 2.